From a dataset of Full USPTO retrosynthesis dataset with 1.9M reactions from patents (1976-2016). Predict the reactants needed to synthesize the given product. (1) Given the product [CH2:1]([O:8][C:9]([C@@H:10]([NH:11][CH2:18][CH2:17][CH2:23][S:20]([OH:22])(=[O:21])=[O:19])[CH2:12][CH:13]([CH3:14])[CH3:15])=[O:16])[C:2]1[CH:7]=[CH:6][CH:5]=[CH:4][CH:3]=1, predict the reactants needed to synthesize it. The reactants are: [CH2:1]([O:8][C:9](=[O:16])[C@H:10]([CH2:12][CH:13]([CH3:15])[CH3:14])[NH2:11])[C:2]1[CH:7]=[CH:6][CH:5]=[CH:4][CH:3]=1.[CH2:17]1[CH2:23][S:20](=[O:22])(=[O:21])[O:19][CH2:18]1. (2) Given the product [Cl:25][C:17]1[CH:18]=[CH:19][C:20]([C:21]2[C:1]([C:2]3[CH:7]=[CH:6][CH:5]=[CH:4][CH:3]=3)=[C:8]3[N:9]([CH2:10][C:11]([CH3:14])([CH3:13])[CH2:12]3)[CH:23]=2)=[CH:15][CH:16]=1, predict the reactants needed to synthesize it. The reactants are: [CH2:1]([C:8]1[CH2:12][C:11]([CH3:14])([CH3:13])[CH2:10][N:9]=1)[C:2]1[CH:7]=[CH:6][CH:5]=[CH:4][CH:3]=1.[CH:15]1[C:20]([C:21]([CH2:23]Br)=O)=[CH:19][CH:18]=[C:17]([Cl:25])[CH:16]=1.